Dataset: Full USPTO retrosynthesis dataset with 1.9M reactions from patents (1976-2016). Task: Predict the reactants needed to synthesize the given product. (1) Given the product [F:40][C:27]1[C:26]([C:24]([C:8]2[C:9]3[C:10](=[N:11][CH:12]=[C:13]([C:47]4[CH:48]=[N:49][N:50]([C:52]5[N:57]=[CH:56][CH:55]=[CH:54][N:53]=5)[CH:51]=4)[CH:14]=3)[NH:6][CH:7]=2)=[O:25])=[C:31]([F:32])[CH:30]=[CH:29][C:28]=1[NH:33][S:34]([CH2:37][CH2:38][CH3:39])(=[O:36])=[O:35], predict the reactants needed to synthesize it. The reactants are: ClC1C=CC=C(Cl)C=1C([N:6]1[C:10]2=[N:11][CH:12]=[C:13](B3OC(C)(C)C(C)(C)O3)[CH:14]=[C:9]2[C:8]([C:24]([C:26]2[C:27]([F:40])=[C:28]([NH:33][S:34]([CH2:37][CH2:38][CH3:39])(=[O:36])=[O:35])[CH:29]=[CH:30][C:31]=2[F:32])=[O:25])=[CH:7]1)=O.Br[C:47]1[CH:48]=[N:49][N:50]([C:52]2[N:57]=[CH:56][CH:55]=[CH:54][N:53]=2)[CH:51]=1.C(=O)([O-])[O-].[K+].[K+].C(O)(=O)C. (2) Given the product [CH3:2][N:3]([CH2:7][C:26]1[C:25]2[C:20](=[CH:21][CH:22]=[CH:23][CH:24]=2)[C:19](=[O:27])[NH:18][C:17]=1[CH:14]([CH3:16])[CH3:15])[CH3:4], predict the reactants needed to synthesize it. The reactants are: Cl.[CH3:2][NH:3][CH3:4].C=O.[C:7](OC(=O)C)(=O)C.[CH:14]([C:17]1[NH:18][C:19](=[O:27])[C:20]2[C:25]([CH:26]=1)=[CH:24][CH:23]=[CH:22][CH:21]=2)([CH3:16])[CH3:15]. (3) Given the product [OH:6][C:4]([C:7]1[CH:8]=[CH:9][C:10]([O:22][CH2:23][C:24]2[CH:29]=[CH:28][CH:27]=[CH:26][CH:25]=2)=[C:11]([CH:21]=1)[C:12]([NH:14][C:15]1[CH:16]=[N:17][CH:18]=[CH:19][CH:20]=1)=[O:13])([CH3:35])[CH3:5], predict the reactants needed to synthesize it. The reactants are: C[Mg]Br.[C:4]([C:7]1[CH:8]=[CH:9][C:10]([O:22][CH2:23][C:24]2[CH:29]=[CH:28][CH:27]=[CH:26][CH:25]=2)=[C:11]([CH:21]=1)[C:12]([NH:14][C:15]1[CH:16]=[N:17][CH:18]=[CH:19][CH:20]=1)=[O:13])(=[O:6])[CH3:5].OS(O)(=O)=O.[C:35]([O-])(O)=O.[Na+].